From a dataset of Forward reaction prediction with 1.9M reactions from USPTO patents (1976-2016). Predict the product of the given reaction. (1) Given the reactants [CH3:1][O:2][C:3]1[C:8]([C:9]2[C:10]([O:15][C:16]3[CH:22]=[CH:21][C:19]([NH2:20])=[CH:18][CH:17]=3)=[N:11][CH:12]=[CH:13][N:14]=2)=[CH:7][CH:6]=[CH:5][N:4]=1.Br[C:24]1[CH:29]=[CH:28][CH:27]=[CH:26][N:25]=1.CC(C)([O-])C.[Na+], predict the reaction product. The product is: [CH3:1][O:2][C:3]1[C:8]([C:9]2[C:10]([O:15][C:16]3[CH:22]=[CH:21][C:19]([NH:20][C:24]4[CH:29]=[CH:28][CH:27]=[CH:26][N:25]=4)=[CH:18][CH:17]=3)=[N:11][CH:12]=[CH:13][N:14]=2)=[CH:7][CH:6]=[CH:5][N:4]=1. (2) The product is: [F:23][C:24]1[CH:33]=[CH:32][C:27]([O:28][CH2:29][CH2:30][N:2]2[CH2:7][CH2:6][CH2:5][CH2:4][C@@H:3]2[C:8]([NH:10][C@H:11]([C:13]2[CH:14]=[CH:15][C:16]([C:17]([O:19][CH3:20])=[O:18])=[CH:21][CH:22]=2)[CH3:12])=[O:9])=[CH:26][CH:25]=1. Given the reactants Cl.[NH:2]1[CH2:7][CH2:6][CH2:5][CH2:4][C@@H:3]1[C:8]([NH:10][C@H:11]([C:13]1[CH:22]=[CH:21][C:16]([C:17]([O:19][CH3:20])=[O:18])=[CH:15][CH:14]=1)[CH3:12])=[O:9].[F:23][C:24]1[CH:33]=[CH:32][C:27]([O:28][CH2:29][CH:30]=O)=[CH:26][CH:25]=1.C(O)(=O)C.C(O[BH-](OC(=O)C)OC(=O)C)(=O)C.[Na+], predict the reaction product. (3) Given the reactants [C:1]([C:5]1[CH:6]=[C:7]([NH2:17])[N:8]([C:10]2[CH:15]=[CH:14][C:13]([CH3:16])=[CH:12][CH:11]=2)[N:9]=1)([CH3:4])([CH3:3])[CH3:2].[OH-].[Na+].[Cl:20][C:21]([Cl:28])([Cl:27])[CH2:22][O:23][C:24](Cl)=[O:25], predict the reaction product. The product is: [Cl:20][C:21]([Cl:28])([Cl:27])[CH2:22][O:23][C:24](=[O:25])[NH:17][C:7]1[N:8]([C:10]2[CH:11]=[CH:12][C:13]([CH3:16])=[CH:14][CH:15]=2)[N:9]=[C:5]([C:1]([CH3:4])([CH3:3])[CH3:2])[CH:6]=1. (4) Given the reactants [OH-].[Na+].[S:3]1[CH:7]=[CH:6][CH:5]=[C:4]1[S:8](Cl)(=[O:10])=[O:9].[Br:12][C:13]1[CH:21]=[CH:20][CH:19]=[C:18]2[C:14]=1[CH:15]=[CH:16][NH:17]2, predict the reaction product. The product is: [Br:12][C:13]1[CH:21]=[CH:20][CH:19]=[C:18]2[C:14]=1[CH:15]=[CH:16][N:17]2[S:8]([C:4]1[S:3][CH:7]=[CH:6][CH:5]=1)(=[O:10])=[O:9]. (5) Given the reactants [C:1]([Si:5]([CH:10]([CH3:12])[CH3:11])([CH:7]([CH3:9])[CH3:8])Cl)([CH3:4])([CH3:3])[CH3:2].C(C1C=C(C)C=C(C(C)(C)C)C=1O)(C)(C)C.C(N(CC)CC)C.[C:36]([OH:40])(=[O:39])[CH:37]=[CH2:38], predict the reaction product. The product is: [C:36]([O:40][Si:5]([C:1]([CH3:4])([CH3:3])[CH3:2])([CH:10]([CH3:12])[CH3:11])[CH:7]([CH3:9])[CH3:8])(=[O:39])[CH:37]=[CH2:38]. (6) The product is: [Cl:1][C:2]1[CH:3]=[C:4]([N:16]2[CH:15]=[C:14]([CH3:13])[CH:18]=[N:17]2)[CH:5]=[CH:6][C:7]=1[O:8][CH3:9]. Given the reactants [Cl:1][C:2]1[CH:3]=[C:4](B(O)O)[CH:5]=[CH:6][C:7]=1[O:8][CH3:9].[CH3:13][C:14]1[CH:15]=[N:16][NH:17][CH:18]=1, predict the reaction product. (7) Given the reactants Cl[C:2]1[N:7]=[CH:6][C:5]([S:8]([N:11]2[CH2:20][CH2:19][C:18]3[C@:13]([CH2:31][O:32][CH3:33])([CH2:14][C:15]4[CH:23]=[N:22][N:21]([C:24]5[CH:29]=[CH:28][C:27]([F:30])=[CH:26][CH:25]=5)[C:16]=4[CH:17]=3)[CH2:12]2)(=[O:10])=[O:9])=[CH:4][CH:3]=1.[NH:34]1[CH2:39][CH2:38][NH:37][CH2:36][CH2:35]1, predict the reaction product. The product is: [F:30][C:27]1[CH:28]=[CH:29][C:24]([N:21]2[C:16]3[CH:17]=[C:18]4[C@:13]([CH2:31][O:32][CH3:33])([CH2:14][C:15]=3[CH:23]=[N:22]2)[CH2:12][N:11]([S:8]([C:5]2[CH:6]=[N:7][C:2]([N:34]3[CH2:39][CH2:38][NH:37][CH2:36][CH2:35]3)=[CH:3][CH:4]=2)(=[O:10])=[O:9])[CH2:20][CH2:19]4)=[CH:25][CH:26]=1.